From a dataset of Full USPTO retrosynthesis dataset with 1.9M reactions from patents (1976-2016). Predict the reactants needed to synthesize the given product. (1) Given the product [Cl:37][C:23]1[S:22][C:21]([C:18]2[CH:19]=[CH:20][C:15]([C:12]3[CH:11]=[CH:10][C:9]([C:6]4([C:4]([OH:5])=[O:3])[CH2:8][CH2:7]4)=[CH:14][CH:13]=3)=[CH:16][CH:17]=2)=[C:25]([NH:26][C:27]([O:29][C@@H:30]([C:32]2[CH:36]=[CH:35][S:34][CH:33]=2)[CH3:31])=[O:28])[CH:24]=1, predict the reactants needed to synthesize it. The reactants are: C([O:3][C:4]([C:6]1([C:9]2[CH:14]=[CH:13][C:12]([C:15]3[CH:20]=[CH:19][C:18]([C:21]4[S:22][C:23]([Cl:37])=[CH:24][C:25]=4[NH:26][C:27]([O:29][C@@H:30]([C:32]4[CH:36]=[CH:35][S:34][CH:33]=4)[CH3:31])=[O:28])=[CH:17][CH:16]=3)=[CH:11][CH:10]=2)[CH2:8][CH2:7]1)=[O:5])C.[OH-].[Na+].Cl. (2) Given the product [CH:1]1([C:6]2[CH:13]=[CH:12][C:9]([CH2:10][Cl:17])=[C:8]([F:14])[CH:7]=2)[CH2:5][CH2:4][CH2:3][CH2:2]1, predict the reactants needed to synthesize it. The reactants are: [CH:1]1([C:6]2[CH:13]=[CH:12][C:9]([CH2:10]O)=[C:8]([F:14])[CH:7]=2)[CH2:5][CH2:4][CH2:3][CH2:2]1.S(Cl)([Cl:17])=O. (3) Given the product [F:31][C:28]1[CH:27]=[CH:26][C:25]([C:22]2[CH:23]=[CH:24][C:19]([CH2:18][NH:17][CH:14]=[C:5]3[C:4]4[C:9](=[CH:10][CH:11]=[C:2]([I:1])[CH:3]=4)[C:8](=[O:12])[NH:7][C:6]3=[O:13])=[CH:20][C:21]=2[OH:32])=[CH:30][CH:29]=1, predict the reactants needed to synthesize it. The reactants are: [I:1][C:2]1[CH:3]=[C:4]2[C:9](=[CH:10][CH:11]=1)[C:8](=[O:12])[NH:7][C:6](=[O:13])[C:5]2=[CH:14]OC.[NH2:17][CH2:18][C:19]1[CH:20]=[C:21]([OH:32])[C:22]([C:25]2[CH:30]=[CH:29][C:28]([F:31])=[CH:27][CH:26]=2)=[CH:23][CH:24]=1.